Dataset: Peptide-MHC class II binding affinity with 134,281 pairs from IEDB. Task: Regression. Given a peptide amino acid sequence and an MHC pseudo amino acid sequence, predict their binding affinity value. This is MHC class II binding data. (1) The peptide sequence is RIIAGTLEVHAVKPA. The MHC is DRB1_1302 with pseudo-sequence DRB1_1302. The binding affinity (normalized) is 0.235. (2) The peptide sequence is KMIGGIGGFIKVRQYDQIHI. The MHC is HLA-DPA10201-DPB10501 with pseudo-sequence HLA-DPA10201-DPB10501. The binding affinity (normalized) is 0.343.